Dataset: Full USPTO retrosynthesis dataset with 1.9M reactions from patents (1976-2016). Task: Predict the reactants needed to synthesize the given product. Given the product [N:22]1([C:25]2[N:30]=[C:29]([C:31]([F:33])([F:32])[F:34])[CH:28]=[CH:27][N:26]=2)[CH2:23][CH2:24][NH:19][CH2:20][CH2:21]1, predict the reactants needed to synthesize it. The reactants are: C([C@]1(C([N:19]2[CH2:24][CH2:23][N:22]([C:25]3[N:30]=[C:29]([C:31]([F:34])([F:33])[F:32])[CH:28]=[CH:27][N:26]=3)[CH2:21][CH2:20]2)=O)CC[C@@H](NC(=O)OC(C)(C)C)C1)(C)C.